From a dataset of Forward reaction prediction with 1.9M reactions from USPTO patents (1976-2016). Predict the product of the given reaction. Given the reactants [Cl:1][C:2]1[CH:7]=[C:6]([C:8]2[CH:13]=[CH:12][CH:11]=[CH:10][C:9]=2[C:14]([F:17])([F:16])[F:15])[N:5]=[C:4]([NH2:18])[C:3]=1[N+:19]([O-:21])=[O:20].[H-].[Na+].[C:24]([C:28]1[CH:32]=[C:31]([C:33](O)=[O:34])[O:30][N:29]=1)([CH3:27])([CH3:26])[CH3:25].C(Cl)(=O)C(Cl)=O, predict the reaction product. The product is: [Cl:1][C:2]1[CH:7]=[C:6]([C:8]2[CH:13]=[CH:12][CH:11]=[CH:10][C:9]=2[C:14]([F:15])([F:17])[F:16])[N:5]=[C:4]([NH:18][C:33]([C:31]2[O:30][N:29]=[C:28]([C:24]([CH3:27])([CH3:26])[CH3:25])[CH:32]=2)=[O:34])[C:3]=1[N+:19]([O-:21])=[O:20].